From a dataset of Full USPTO retrosynthesis dataset with 1.9M reactions from patents (1976-2016). Predict the reactants needed to synthesize the given product. Given the product [NH2:8][C:4]1[CH:5]=[CH:6][CH:7]=[C:2]([Cl:1])[C:3]=1[CH2:11][S:12][C:13]1[N:18]=[C:17]([OH:19])[CH:16]=[C:15]([CH3:20])[N:14]=1, predict the reactants needed to synthesize it. The reactants are: [Cl:1][C:2]1[CH:7]=[CH:6][CH:5]=[C:4]([N+:8]([O-])=O)[C:3]=1[CH2:11][S:12][C:13]1[N:18]=[C:17]([OH:19])[CH:16]=[C:15]([CH3:20])[N:14]=1.O.[NH4+].[Cl-].